This data is from Catalyst prediction with 721,799 reactions and 888 catalyst types from USPTO. The task is: Predict which catalyst facilitates the given reaction. (1) Reactant: [CH2:1]([O:8][C:9]1[CH:10]=[CH:11][C:12]([C@@H:20]([O:23][Si:24]([C:27]([CH3:30])([CH3:29])[CH3:28])([CH3:26])[CH3:25])[CH2:21]Br)=[C:13]2[C:18]=1[NH:17][C:16](=[O:19])[CH:15]=[CH:14]2)[C:2]1[CH:7]=[CH:6][CH:5]=[CH:4][CH:3]=1.[C:31]([O:35][C:36](=[O:50])[NH:37][CH2:38][CH2:39][C:40]1[CH:45]=[CH:44][CH:43]=[C:42]([CH2:46][C@H:47]([NH2:49])[CH3:48])[CH:41]=1)([CH3:34])([CH3:33])[CH3:32].C(N(CC)CC)C.C(=O)(O)[O-].[Na+]. Product: [C:31]([O:35][C:36](=[O:50])[NH:37][CH2:38][CH2:39][C:40]1[CH:45]=[CH:44][CH:43]=[C:42]([CH2:46][C@H:47]([NH:49][CH2:21][C@@H:20]([C:12]2[CH:11]=[CH:10][C:9]([O:8][CH2:1][C:2]3[CH:7]=[CH:6][CH:5]=[CH:4][CH:3]=3)=[C:18]3[C:13]=2[CH:14]=[CH:15][C:16](=[O:19])[NH:17]3)[O:23][Si:24]([C:27]([CH3:30])([CH3:29])[CH3:28])([CH3:26])[CH3:25])[CH3:48])[CH:41]=1)([CH3:32])([CH3:33])[CH3:34]. The catalyst class is: 3. (2) Reactant: [CH3:1][C:2]1[CH:7]=[CH:6][C:5]([C:8]2[CH2:9][C:10]3[CH2:11][CH2:12][CH2:13][CH2:14][C:15]=3[CH:16]=2)=[CH:4][CH:3]=1.[Li]CCCC.[Cl-:22].[CH3:23][Si:24]([CH3:32])([CH3:31])[C:25]1[CH:29]=[CH:28][CH:27]([Zr+3:30])[CH:26]=1.[Cl-].[Cl-]. Product: [Cl-:22].[Cl-:22].[CH3:1][C:2]1[CH:3]=[CH:4][C:5]([C:8]2[CH:16]([Zr+2:30][CH:27]3[CH:28]=[CH:29][C:25]([Si:24]([CH3:32])([CH3:31])[CH3:23])=[CH:26]3)[C:15]3[CH2:14][CH2:13][CH2:12][CH2:11][C:10]=3[CH:9]=2)=[CH:6][CH:7]=1. The catalyst class is: 28.